This data is from Reaction yield outcomes from USPTO patents with 853,638 reactions. The task is: Predict the reaction yield, written as a fraction of the theoretical maximum amount of product (1.0 means a 100% yield; for example, 0.34 means a 34% yield). (1) The reactants are [Cl:1][C:2]1[CH:7]=[C:6]([CH3:8])[C:5]([N+:9]([O-:11])=[O:10])=[CH:4][N:3]=1.[CH3:12][N:13]([CH:15]=O)[CH3:14]. No catalyst specified. The product is [Cl:1][C:2]1[CH:7]=[C:6]([CH:8]=[CH:12][N:13]([CH3:15])[CH3:14])[C:5]([N+:9]([O-:11])=[O:10])=[CH:4][N:3]=1. The yield is 0.900. (2) The reactants are C([O:8][C:9]1[C:14]([CH2:15][N:16]2[C:22](=[O:23])[C:21]3[C:24]([CH3:33])=[C:25]([O:29][CH:30]([CH3:32])[CH3:31])[CH:26]=[C:27](Br)[C:20]=3[O:19][CH2:18][CH2:17]2)=[C:13]([CH3:34])[CH:12]=[C:11]([CH3:35])[N:10]=1)C1C=CC=CC=1.FC(F)(F)C(O)=O.[CH3:43][N:44](C)C(=O)C. The catalyst is O. The product is [CH3:34][C:13]1[CH:12]=[C:11]([CH3:35])[NH:10][C:9](=[O:8])[C:14]=1[CH2:15][N:16]1[C:22](=[O:23])[C:21]2[C:24]([CH3:33])=[C:25]([O:29][CH:30]([CH3:32])[CH3:31])[CH:26]=[C:27]([C:43]#[N:44])[C:20]=2[O:19][CH2:18][CH2:17]1. The yield is 0.190. (3) The reactants are Cl[C:2]1[N:7]=[CH:6][N:5]=[C:4]([NH:8][CH3:9])[CH:3]=1.[N+:10]([C:13]1[CH:18]=[CH:17][CH:16]=[CH:15][C:14]=1[NH2:19])([O-:12])=[O:11].CC(C1C=C(C(C)C)C(C2C(P(C3CCCCC3)C3CCCCC3)=C(OC)C=CC=2OC)=C(C(C)C)C=1)C.CC([O-])(C)C.[Na+]. The catalyst is COCCOC.CCOC(C)=O. The product is [CH3:9][NH:8][C:4]1[CH:3]=[C:2]([NH:19][C:14]2[CH:15]=[CH:16][CH:17]=[CH:18][C:13]=2[N+:10]([O-:12])=[O:11])[N:7]=[CH:6][N:5]=1. The yield is 0.350. (4) The reactants are [OH:1][C@@H:2]([C:13]1[CH:18]=[CH:17][CH:16]=[CH:15][CH:14]=1)[CH2:3][O:4][C:5]1[CH:12]=[CH:11][C:8]([CH:9]=O)=[CH:7][CH:6]=1.[S:19]1[CH2:23][C:22](=[O:24])[NH:21][C:20]1=[O:25].N1CCCCC1. The catalyst is CCO.C(O)(=O)C. The product is [OH:1][CH:2]([C:13]1[CH:18]=[CH:17][CH:16]=[CH:15][CH:14]=1)[CH2:3][O:4][C:5]1[CH:12]=[CH:11][C:8]([CH:9]=[C:23]2[S:19][C:20](=[O:25])[NH:21][C:22]2=[O:24])=[CH:7][CH:6]=1. The yield is 0.860. (5) The reactants are [Cl:1][C:2]1[N:7]=[C:6]([N:8]2[CH2:13][CH2:12][O:11][CH2:10][C@H:9]2[CH3:14])[CH:5]=[C:4]([CH2:15]I)[N:3]=1.[CH3:17][S-:18].[Na+]. The catalyst is CN(C=O)C. The product is [Cl:1][C:2]1[N:7]=[C:6]([N:8]2[CH2:13][CH2:12][O:11][CH2:10][C@H:9]2[CH3:14])[CH:5]=[C:4]([CH2:15][S:18][CH3:17])[N:3]=1. The yield is 0.960. (6) The reactants are [CH3:1][O:2][C:3]1[CH:4]=[C:5]([NH:11][C:12]2[C:13]3[N:29]=[CH:28][S:27][C:14]=3[N:15]=[C:16]([C:18]3[CH:19]=[C:20]([CH:24]=[CH:25][CH:26]=3)[C:21](O)=[O:22])[N:17]=2)[CH:6]=[CH:7][C:8]=1[O:9][CH3:10].[NH2:30][C:31]1[CH:43]=[CH:42][C:34]([C:35]([O:37][C:38]([CH3:41])([CH3:40])[CH3:39])=[O:36])=[CH:33][CH:32]=1.C(Cl)CCl. The catalyst is CN(C1C=CN=CC=1)C.CN(C=O)C. The product is [CH3:1][O:2][C:3]1[CH:4]=[C:5]([NH:11][C:12]2[C:13]3[N:29]=[CH:28][S:27][C:14]=3[N:15]=[C:16]([C:18]3[CH:19]=[C:20]([CH:24]=[CH:25][CH:26]=3)[C:21]([NH:30][C:31]3[CH:43]=[CH:42][C:34]([C:35]([O:37][C:38]([CH3:39])([CH3:40])[CH3:41])=[O:36])=[CH:33][CH:32]=3)=[O:22])[N:17]=2)[CH:6]=[CH:7][C:8]=1[O:9][CH3:10]. The yield is 0.700. (7) The reactants are [CH3:1][O:2][C:3](=[O:8])[CH:4]=[CH:5][NH:6][CH3:7].[CH3:9][C:10]([CH3:14])=[CH:11][CH:12]=O.S([O-])([O-])(=O)=O.[Na+].[Na+]. The catalyst is ClCCl.FC(F)(F)S([O-])(=O)=O.[Sc+3].FC(F)(F)S([O-])(=O)=O.FC(F)(F)S([O-])(=O)=O. The yield is 0.140. The product is [CH3:7][N:6]1[CH:12]=[CH:11][C:10]([CH3:14])([CH3:9])[C:4]([C:3]([O:2][CH3:1])=[O:8])=[CH:5]1.